From a dataset of Catalyst prediction with 721,799 reactions and 888 catalyst types from USPTO. Predict which catalyst facilitates the given reaction. (1) Reactant: C[C:2](C)([O-:4])C.[K+].CO.[Cl:9][C:10]1[CH:15]=[C:14]([N+:16]([O-:18])=[O:17])[C:13](F)=[CH:12][C:11]=1[F:20].O. Product: [Cl:9][C:10]1[CH:15]=[C:14]([N+:16]([O-:18])=[O:17])[C:13]([O:4][CH3:2])=[CH:12][C:11]=1[F:20]. The catalyst class is: 3. (2) Reactant: Br[C:2]1[CH:11]=[CH:10][C:5]2[NH:6][C:7](=[O:9])[O:8][C:4]=2[CH:3]=1.[Cu][C:13]#[N:14].[C-]#N.[Na+]. Product: [O:9]=[C:7]1[NH:6][C:5]2[CH:10]=[CH:11][C:2]([C:13]#[N:14])=[CH:3][C:4]=2[O:8]1. The catalyst class is: 18. (3) Reactant: [CH2:1]([NH2:8])[CH2:2][CH2:3][CH2:4][CH2:5][CH2:6][NH2:7].[CH2:9]([O:14][C:15]1[CH:20]=[CH:19][C:18]([S:21](Cl)(=[O:23])=[O:22])=[CH:17][CH:16]=1)[CH2:10][CH2:11][CH2:12][CH3:13].CO.[NH4+].[OH-].C1C=C2C(C(O)(O)C(=O)C2=CC=1)=O. Product: [NH2:7][CH2:6][CH2:5][CH2:4][CH2:3][CH2:2][CH2:1][NH:8][S:21]([C:18]1[CH:17]=[CH:16][C:15]([O:14][CH2:9][CH2:10][CH2:11][CH2:12][CH3:13])=[CH:20][CH:19]=1)(=[O:23])=[O:22]. The catalyst class is: 4. (4) Reactant: [Cl-].[NH4+].CN(C(ON1N=N[C:13]2[CH:14]=[CH:15][CH:16]=[N:17][C:12]1=2)=[N+](C)C)C.F[P-](F)(F)(F)(F)F.C(N([CH:33]([CH3:35])C)CC)(C)C.CN(C)C=[O:39]. Product: [CH:13]1([C:12]([NH2:17])=[O:39])[CH2:14][CH2:15][CH2:16][CH2:35][CH2:33]1. The catalyst class is: 6. (5) Reactant: [CH2:1]([O:8][C:9]1[C:14]([CH3:15])=[C:13]([CH3:16])[C:12]([O:17][CH2:18][C:19]2[CH:24]=[CH:23][CH:22]=[CH:21][CH:20]=2)=[C:11]([CH3:25])[C:10]=1[CH2:26][CH2:27][NH2:28])[C:2]1[CH:7]=[CH:6][CH:5]=[CH:4][CH:3]=1.[C:29](OC(OC(OC(C)(C)C)=O)=O)(C)(C)C.[OH-].[Na+]. Product: [CH2:1]([O:8][C:9]1[C:14]([CH3:15])=[C:13]([CH3:16])[C:12]([O:17][CH2:18][C:19]2[CH:24]=[CH:23][CH:22]=[CH:21][CH:20]=2)=[C:11]([CH3:25])[C:10]=1[CH2:26][CH2:27][NH:28][CH3:29])[C:2]1[CH:3]=[CH:4][CH:5]=[CH:6][CH:7]=1. The catalyst class is: 155. (6) The catalyst class is: 16. Reactant: [CH2:1]([NH:3][C:4](=[O:42])[NH:5][C:6]1[S:7][C:8]2[C:14]([C:15]3[CH:20]=[CH:19][CH:18]=[CH:17][N:16]=3)=[CH:13][C:12]([C:21]3[CH:22]=[N:23][C:24]([N:27]4[CH2:32][CH2:31][C:30]([C:38]([F:41])([F:40])[F:39])([C:33]([O:35]CC)=[O:34])[CH2:29][CH2:28]4)=[N:25][CH:26]=3)=[CH:11][C:9]=2[N:10]=1)[CH3:2].CC(C)([O-])C.[K+].O. Product: [CH2:1]([NH:3][C:4]([NH:5][C:6]1[S:7][C:8]2[C:14]([C:15]3[CH:20]=[CH:19][CH:18]=[CH:17][N:16]=3)=[CH:13][C:12]([C:21]3[CH:22]=[N:23][C:24]([N:27]4[CH2:28][CH2:29][C:30]([C:38]([F:41])([F:40])[F:39])([C:33]([OH:35])=[O:34])[CH2:31][CH2:32]4)=[N:25][CH:26]=3)=[CH:11][C:9]=2[N:10]=1)=[O:42])[CH3:2]. (7) Reactant: [F:1][C:2]1[CH:3]=[C:4]([C@@H:9]2[CH2:13][CH2:12][C@H:11](/[CH:14]=[CH:15]/[C:16]([O:18][CH3:19])=[O:17])[N:10]2C(OC(C)(C)C)=O)[CH:5]=[CH:6][C:7]=1[F:8]. Product: [F:1][C:2]1[CH:3]=[C:4]([C@@H:9]2[NH:10][C@H:11](/[CH:14]=[CH:15]/[C:16]([O:18][CH3:19])=[O:17])[CH2:12][CH2:13]2)[CH:5]=[CH:6][C:7]=1[F:8]. The catalyst class is: 601.